This data is from Forward reaction prediction with 1.9M reactions from USPTO patents (1976-2016). The task is: Predict the product of the given reaction. (1) Given the reactants [Cl:1][C:2]1[CH:3]=[C:4]([NH:16][C:17]2[N:21]=[C:20]([NH2:22])[NH:19][N:18]=2)[CH:5]=[C:6]([Cl:15])[C:7]=1[S:8][C:9]1[CH:14]=[CH:13][CH:12]=[CH:11][CH:10]=1.CO.[OH:25]OS([O-])=O.[K+].[OH2:31], predict the reaction product. The product is: [C:9]1([S:8]([C:7]2[C:2]([Cl:1])=[CH:3][C:4]([NH:16][C:17]3[N:21]=[C:20]([NH2:22])[NH:19][N:18]=3)=[CH:5][C:6]=2[Cl:15])(=[O:25])=[O:31])[CH:10]=[CH:11][CH:12]=[CH:13][CH:14]=1. (2) Given the reactants [N+:1]([C:4]1[CH:11]=[CH:10][C:7]([CH:8]=[O:9])=[CH:6][CH:5]=1)([O-:3])=[O:2].N#N.[CH3:14][C:15]([CH3:17])=[O:16], predict the reaction product. The product is: [OH:9][CH:8]([C:7]1[CH:6]=[CH:5][C:4]([N+:1]([O-:3])=[O:2])=[CH:11][CH:10]=1)[CH2:14][C:15](=[O:16])[CH3:17].